From a dataset of Full USPTO retrosynthesis dataset with 1.9M reactions from patents (1976-2016). Predict the reactants needed to synthesize the given product. (1) Given the product [OH:20][C:16]1[CH:15]=[C:14]([C:12]2[CH:13]=[C:8]([NH:7][CH2:5][C:4]3[C:3]([CH3:24])=[C:2]([OH:1])[CH:23]=[CH:22][CH:21]=3)[CH:9]=[N:10][CH:11]=2)[CH:19]=[CH:18][CH:17]=1, predict the reactants needed to synthesize it. The reactants are: [OH:1][C:2]1[C:3]([CH3:24])=[C:4]([CH:21]=[CH:22][CH:23]=1)[C:5]([NH:7][C:8]1[CH:9]=[N:10][CH:11]=[C:12]([C:14]2[CH:19]=[CH:18][CH:17]=[C:16]([OH:20])[CH:15]=2)[CH:13]=1)=O. (2) Given the product [C:48]([O:47][C:45]([NH:44][C:42](=[NH:43])[C:40]1[S:39][C:38]([S:52][CH3:53])=[C:37]([S:34]([C:30]2[CH:29]=[C:28]([C:24]3[C:25]([CH3:27])=[CH:26][C:21]([NH:20][C:9]([NH:8][C:6]([O:5][C:1]([CH3:2])([CH3:3])[CH3:4])=[O:7])=[N:12][C:13]([O:15][C:16]([CH3:17])([CH3:18])[CH3:19])=[O:14])=[CH:22][C:23]=3[NH:54][C:55](=[O:72])[NH:56][CH2:57][CH2:58][CH2:59][CH2:60][CH2:61][O:62][C:63]3[CH:64]=[CH:65][C:66]([C:67]([OH:69])=[O:68])=[CH:70][CH:71]=3)[CH:33]=[CH:32][CH:31]=2)(=[O:35])=[O:36])[CH:41]=1)=[O:46])([CH3:51])([CH3:49])[CH3:50], predict the reactants needed to synthesize it. The reactants are: [C:1]([O:5][C:6]([NH:8][C:9](=[N:12][C:13]([O:15][C:16]([CH3:19])([CH3:18])[CH3:17])=[O:14])SC)=[O:7])([CH3:4])([CH3:3])[CH3:2].[NH2:20][C:21]1[CH:26]=[C:25]([CH3:27])[C:24]([C:28]2[CH:33]=[CH:32][CH:31]=[C:30]([S:34]([C:37]3[CH:41]=[C:40]([C:42]([NH:44][C:45]([O:47][C:48]([CH3:51])([CH3:50])[CH3:49])=[O:46])=[NH:43])[S:39][C:38]=3[S:52][CH3:53])(=[O:36])=[O:35])[CH:29]=2)=[C:23]([NH:54][C:55](=[O:72])[NH:56][CH2:57][CH2:58][CH2:59][CH2:60][CH2:61][O:62][C:63]2[CH:71]=[CH:70][C:66]([C:67]([OH:69])=[O:68])=[CH:65][CH:64]=2)[CH:22]=1. (3) Given the product [C:8]([C:6]1[CH:7]=[C:2]([Br:1])[CH:3]=[CH:4][C:5]=1[O:11][CH2:15][C:16]([O:18][CH2:19][CH3:20])=[O:17])(=[O:10])[CH3:9], predict the reactants needed to synthesize it. The reactants are: [Br:1][C:2]1[CH:3]=[CH:4][C:5]([OH:11])=[C:6]([C:8](=[O:10])[CH3:9])[CH:7]=1.[OH-].[Na+].Br[CH2:15][C:16]([O:18][CH2:19][CH3:20])=[O:17]. (4) Given the product [CH2:1]([N:3]([CH2:30][C:33]1[CH:34]=[CH:35][C:36]([CH:39]2[CH2:40][CH2:41][N:42]([CH3:45])[CH2:43][CH2:44]2)=[CH:37][CH:38]=1)[C:4]1[C:5]([CH:13]2[CH2:22][CH2:21][C:20]3[CH:19]=[C:18]([OH:23])[CH:17]=[CH:16][C:15]=3[CH2:14]2)=[CH:6][C:7]2[O:11][CH2:10][O:9][C:8]=2[CH:12]=1)[CH3:2], predict the reactants needed to synthesize it. The reactants are: [CH2:1]([NH:3][C:4]1[C:5]([CH:13]2[CH2:22][CH2:21][C:20]3[CH:19]=[C:18]([O:23]C(=O)C(C)(C)C)[CH:17]=[CH:16][C:15]=3[CH2:14]2)=[CH:6][C:7]2[O:11][CH2:10][O:9][C:8]=2[CH:12]=1)[CH3:2].[C:30]([C:33]1[CH:38]=[CH:37][C:36]([CH:39]2[CH2:44][CH2:43][N:42]([C:45](O)=O)[CH2:41][CH2:40]2)=[CH:35][CH:34]=1)(O)=O. (5) The reactants are: C[C:2]1[CH:10]=[CH:9][C:5]([C:6]([OH:8])=[O:7])=[C:4]([N:11]([S:13]([C:16]2[CH:21]=[CH:20][C:19](F)=[CH:18][CH:17]=2)(=[O:15])=[O:14])[CH3:12])[C:3]=1[CH3:23].[OH:24][CH2:25][CH2:26][CH2:27][NH:28][C:29]([C:31]1[S:32][C:33]2[CH:39]=[CH:38][CH:37]=[CH:36][C:34]=2[CH:35]=1)=[O:30]. Given the product [S:32]1[C:33]2[CH:39]=[CH:38][CH:37]=[CH:36][C:34]=2[CH:35]=[C:31]1[C:29]([NH:28][CH2:27][CH2:26][CH2:25][O:24][C:19]1[CH:20]=[CH:21][C:16]([S:13]([N:11]([CH3:12])[C:4]2[C:3]([CH3:23])=[CH:2][CH:10]=[CH:9][C:5]=2[C:6]([OH:8])=[O:7])(=[O:14])=[O:15])=[CH:17][CH:18]=1)=[O:30], predict the reactants needed to synthesize it. (6) Given the product [F:16][CH:12]([F:17])[O:1][C:2]1[CH:7]=[CH:6][C:5]([N+:8]([O-:10])=[O:9])=[CH:4][N:3]=1, predict the reactants needed to synthesize it. The reactants are: [OH:1][C:2]1[CH:7]=[CH:6][C:5]([N+:8]([O-:10])=[O:9])=[CH:4][N:3]=1.Cl[C:12]([F:17])([F:16])C([O-])=O.[Na+]. (7) Given the product [C:1]([O:5][C:6](=[O:25])[NH:7][C:8]1[CH:13]=[C:12]([O:14][CH2:15][C:16]([F:18])([F:17])[F:19])[C:11]([C:20]([F:22])([F:23])[F:21])=[CH:10][C:9]=1[NH:24][C:31](=[O:30])[CH2:32][C:33]([C:35]1[CH:40]=[CH:39][CH:38]=[C:37]([C:41]2[CH:42]=[C:43]([CH3:48])[N:44]=[C:45]([CH3:47])[CH:46]=2)[CH:36]=1)=[O:34])([CH3:4])([CH3:2])[CH3:3], predict the reactants needed to synthesize it. The reactants are: [C:1]([O:5][C:6](=[O:25])[NH:7][C:8]1[CH:13]=[C:12]([O:14][CH2:15][C:16]([F:19])([F:18])[F:17])[C:11]([C:20]([F:23])([F:22])[F:21])=[CH:10][C:9]=1[NH2:24])([CH3:4])([CH3:3])[CH3:2].C([O:30][C:31](=O)[CH2:32][C:33]([C:35]1[CH:40]=[CH:39][CH:38]=[C:37]([C:41]2[CH:46]=[C:45]([CH3:47])[N:44]=[C:43]([CH3:48])[CH:42]=2)[CH:36]=1)=[O:34])(C)(C)C.